From a dataset of Full USPTO retrosynthesis dataset with 1.9M reactions from patents (1976-2016). Predict the reactants needed to synthesize the given product. Given the product [C:2]([O-:5])(=[O:4])[CH3:3].[OH:5][CH2:6][CH2:7][C:8]1[CH:9]=[CH:10][C:11]([S+:14]2[C:15]3[CH:26]=[CH:25][CH:24]=[CH:23][C:16]=3[C:17]3[CH:22]=[CH:21][CH:20]=[CH:19][C:18]2=3)=[CH:12][CH:13]=1, predict the reactants needed to synthesize it. The reactants are: [I-].[C:2]([O:5][CH2:6][CH2:7][C:8]1[CH:13]=[CH:12][C:11]([S+:14]2[C:18]3[CH:19]=[CH:20][CH:21]=[CH:22][C:17]=3[C:16]3[CH:23]=[CH:24][CH:25]=[CH:26][C:15]2=3)=[CH:10][CH:9]=1)(=[O:4])[CH3:3].[OH-].C[N+](C)(C)C.C(O)(=O)C.